From a dataset of Full USPTO retrosynthesis dataset with 1.9M reactions from patents (1976-2016). Predict the reactants needed to synthesize the given product. (1) Given the product [NH2:3][C:31]([C:25]1[CH:24]=[C:23]([CH2:22][C:21]([NH:20][C:18](=[O:19])[O:17][C:13]([CH3:16])([CH3:15])[CH3:14])([CH3:35])[CH3:34])[N:27]([CH2:28][CH2:29][CH3:30])[N:26]=1)=[O:32], predict the reactants needed to synthesize it. The reactants are: Cl.C[N:3](C)CCCN=C=NCC.[C:13]([O:17][C:18]([NH:20][C:21]([CH3:35])([CH3:34])[CH2:22][C:23]1[N:27]([CH2:28][CH2:29][CH3:30])[N:26]=[C:25]([C:31](O)=[O:32])[CH:24]=1)=[O:19])([CH3:16])([CH3:15])[CH3:14].ON1C2C=CC=CC=2N=N1.[OH-].[NH4+]. (2) Given the product [CH2:1]([O:3][C:4]([C:6]1[N:10]2[N:11]=[C:12]([NH:23][CH2:22][C:21]3[CH:16]=[CH:17][C:18]([S:24](=[O:26])(=[O:25])[NH2:27])=[CH:19][CH:20]=3)[CH:13]=[CH:14][C:9]2=[N:8][CH:7]=1)=[O:5])[CH3:2], predict the reactants needed to synthesize it. The reactants are: [CH2:1]([O:3][C:4]([C:6]1[N:10]2[N:11]=[C:12](Cl)[CH:13]=[CH:14][C:9]2=[N:8][CH:7]=1)=[O:5])[CH3:2].[CH:16]1[C:21]([CH2:22][NH2:23])=[CH:20][CH:19]=[C:18]([S:24]([NH2:27])(=[O:26])=[O:25])[CH:17]=1.Cl.C(N(C(C)C)CC)(C)C.